Dataset: Peptide-MHC class II binding affinity with 134,281 pairs from IEDB. Task: Regression. Given a peptide amino acid sequence and an MHC pseudo amino acid sequence, predict their binding affinity value. This is MHC class II binding data. (1) The peptide sequence is ALEAAVKQAYAATVA. The MHC is DRB1_0404 with pseudo-sequence DRB1_0404. The binding affinity (normalized) is 0.392. (2) The peptide sequence is AEILDGDNLFPKV. The MHC is DRB3_0101 with pseudo-sequence DRB3_0101. The binding affinity (normalized) is 0.425.